Dataset: Experimentally validated miRNA-target interactions with 360,000+ pairs, plus equal number of negative samples. Task: Binary Classification. Given a miRNA mature sequence and a target amino acid sequence, predict their likelihood of interaction. The protein sequence of the target gene is MDCVIFEEVAVNFTPEEWALLDHAQRSLYRDVMLETCRNLASLDCYIYVRTSGSSSQRDVFGNGISNDEEIVKFTGSDSWSIFGENWRFDNTGDQHQIPQRHLRSQLGRLCESNEGHQCGETLSQTANLLVHKSYPTEAKPSECTKCGKAFENRQRSHTGQRPCKECGQACSCLSCQSPPMKTQTVEKPCNCQDSRTASVTYVKSLSSKKSYECQKCGKAFICPSSFRGHVNSHHGQKTHACKVCGKTFMYYSYLTRHVRTHTGEKPYECKECGKAFSCPSYFREHVRTHTGEKPYECKH.... Result: 0 (no interaction). The miRNA is mmu-miR-3081-3p with sequence UUGCGCUCCGAUCUCUGAGCUGG.